Dataset: Reaction yield outcomes from USPTO patents with 853,638 reactions. Task: Predict the reaction yield, written as a fraction of the theoretical maximum amount of product (1.0 means a 100% yield; for example, 0.34 means a 34% yield). (1) The reactants are [C:1]([O:5][C:6]([N:8]1[CH2:13][CH2:12][N:11]([C:14]2[C:19]([F:20])=[CH:18][C:17]([N+:21]([O-])=O)=[CH:16][C:15]=2[F:24])[CH2:10][CH2:9]1)=[O:7])([CH3:4])([CH3:3])[CH3:2]. The catalyst is CO.[Pd]. The product is [C:1]([O:5][C:6]([N:8]1[CH2:9][CH2:10][N:11]([C:14]2[C:15]([F:24])=[CH:16][C:17]([NH2:21])=[CH:18][C:19]=2[F:20])[CH2:12][CH2:13]1)=[O:7])([CH3:4])([CH3:2])[CH3:3]. The yield is 0.950. (2) The yield is 0.933. The product is [N:4]1[CH:5]=[CH:6][CH:7]=[C:2]([NH:1][C:13](=[O:18])[O:14][CH:15]([CH3:17])[CH3:16])[CH:3]=1. The catalyst is O. The reactants are [NH2:1][C:2]1[CH:3]=[N:4][CH:5]=[CH:6][CH:7]=1.C(=O)([O-])O.[Na+].[C:13](Cl)(=[O:18])[O:14][CH:15]([CH3:17])[CH3:16].[OH-].[K+]. (3) The reactants are Br[C:2]1[N:7]=[C:6]2[N:8]([CH2:13][CH2:14][CH:15]3[CH2:20][CH2:19][O:18][CH2:17][CH2:16]3)[C:9](=[O:12])[CH2:10][NH:11][C:5]2=[N:4][CH:3]=1.Br[C:22]1[N:23]=[C:24]([NH:35][CH2:36][CH2:37][CH:38]2[CH2:43][CH2:42]OCC2)C(NCC(OCC)=O)=NC=1.Cl. The catalyst is C(O)C. The product is [NH:35]1[C:24]2=[N:23][CH:22]=[C:42]([C:2]3[N:7]=[C:6]4[N:8]([CH2:13][CH2:14][CH:15]5[CH2:20][CH2:19][O:18][CH2:17][CH2:16]5)[C:9](=[O:12])[CH2:10][NH:11][C:5]4=[N:4][CH:3]=3)[CH:43]=[C:38]2[CH:37]=[CH:36]1. The yield is 1.00. (4) The reactants are [CH2:1]([C:4]1[C:13]2[O:12][CH2:11][C:10](=[O:14])[NH:9][C:8]=2[CH:7]=[CH:6][CH:5]=1)[CH:2]=[CH2:3].Br[CH2:16][C:17]([O:19][CH3:20])=[O:18].[H-].[Na+]. The catalyst is CN(C=O)C. The product is [CH3:20][O:19][C:17](=[O:18])[CH2:16][N:9]1[C:8]2[CH:7]=[CH:6][CH:5]=[C:4]([CH2:1][CH:2]=[CH2:3])[C:13]=2[O:12][CH2:11][C:10]1=[O:14]. The yield is 0.950. (5) The reactants are CC1(C)[O:9][C:8](=[O:10])[C:5]2([CH2:7][CH2:6]2)[C:4](=[O:11])O1.[CH2:13]([C:15]1[CH:21]=[CH:20][CH:19]=[CH:18][C:16]=1[NH2:17])[CH3:14]. The catalyst is C(O)C. The product is [CH2:13]([C:15]1[CH:21]=[CH:20][CH:19]=[CH:18][C:16]=1[N:17]1[CH2:6][CH2:7][CH:5]([C:8]([OH:9])=[O:10])[C:4]1=[O:11])[CH3:14]. The yield is 0.950. (6) The reactants are C1C(=O)N([Br:8])C(=O)C1.[CH:9]([C:12]1[CH:18]=[CH:17][CH:16]=[C:15]([CH:19]([CH3:21])[CH3:20])[C:13]=1[NH2:14])([CH3:11])[CH3:10].O. The catalyst is CN(C=O)C. The product is [Br:8][C:17]1[CH:18]=[C:12]([CH:9]([CH3:11])[CH3:10])[C:13]([NH2:14])=[C:15]([CH:19]([CH3:21])[CH3:20])[CH:16]=1. The yield is 1.00. (7) The reactants are [Cl:1][C:2]1[C:7]([F:8])=[CH:6][CH:5]=[C:4]([Cl:9])[C:3]=1[C@H:10]([O:12][C:13]1[C:14]([NH2:19])=[N:15][CH:16]=[CH:17][CH:18]=1)[CH3:11].C1C(=O)N([Br:27])C(=O)C1. The catalyst is C(#N)C. The product is [Cl:1][C:2]1[C:7]([F:8])=[CH:6][CH:5]=[C:4]([Cl:9])[C:3]=1[C@H:10]([O:12][C:13]1[C:14]([NH2:19])=[N:15][CH:16]=[C:17]([Br:27])[CH:18]=1)[CH3:11]. The yield is 0.520. (8) The reactants are C([O:8][C:9]1[C:10]([F:27])=[C:11]([C:16]2[N:21]=[C:20]([C:22]([O:24][CH3:25])=[O:23])[CH:19]=[CH:18][C:17]=2[F:26])[C:12]([F:15])=[CH:13][CH:14]=1)C1C=CC=CC=1. The catalyst is CO.C(OCC)(=O)C.[Pd]. The product is [F:27][C:10]1[C:9]([OH:8])=[CH:14][CH:13]=[C:12]([F:15])[C:11]=1[C:16]1[N:21]=[C:20]([C:22]([O:24][CH3:25])=[O:23])[CH:19]=[CH:18][C:17]=1[F:26]. The yield is 0.860. (9) The reactants are ClC(Cl)(O[C:5](=[O:11])[O:6][C:7](Cl)(Cl)Cl)Cl.[Cl:13][C:14]1[N:19]=[C:18]([NH:20][C@@H:21]([CH:24]2[CH2:26][CH2:25]2)CO)[CH:17]=[C:16]([CH3:27])[N:15]=1.N1C(C)=CC=CC=1C. The catalyst is C(Cl)Cl.[Cl-].[Na+]. The product is [Cl:13][C:14]1[N:19]=[C:18]([N:20]2[C@@H:21]([CH:24]3[CH2:25][CH2:26]3)[CH2:7][O:6][C:5]2=[O:11])[CH:17]=[C:16]([CH3:27])[N:15]=1. The yield is 0.840.